From a dataset of Reaction yield outcomes from USPTO patents with 853,638 reactions. Predict the reaction yield, written as a fraction of the theoretical maximum amount of product (1.0 means a 100% yield; for example, 0.34 means a 34% yield). (1) The reactants are [F:1][C:2]([F:20])([F:19])[C:3]1[CH:8]=[CH:7][C:6]([C:9]2[CH:14]=[CH:13][C:12]([S:15](Cl)(=[O:17])=[O:16])=[CH:11][CH:10]=2)=[CH:5][CH:4]=1.Cl.[NH:22]1[C:26]([CH2:27][NH2:28])=[CH:25][N:24]=[N:23]1. No catalyst specified. The product is [NH:22]1[C:26]([CH2:27][NH:28][S:15]([C:12]2[CH:13]=[CH:14][C:9]([C:6]3[CH:7]=[CH:8][C:3]([C:2]([F:20])([F:19])[F:1])=[CH:4][CH:5]=3)=[CH:10][CH:11]=2)(=[O:17])=[O:16])=[CH:25][N:24]=[N:23]1. The yield is 0.160. (2) The reactants are CS(O[CH2:6][CH2:7][N:8]([CH3:16])[CH2:9][C:10]([CH3:15])([N+:12]([O-:14])=[O:13])[CH3:11])(=O)=O.[C:17]([O-:20])(=[S:19])[CH3:18].[K+]. The catalyst is C(#N)C. The product is [C:17](=[O:20])([S:19][CH2:6][CH2:7][N:8]([CH3:16])[CH2:9][C:10]([CH3:11])([N+:12]([O-:14])=[O:13])[CH3:15])[CH3:18]. The yield is 0.618. (3) The reactants are CC1(C)[O:6][C@H:5]([CH2:7][N:8]2[CH:12]=[CH:11][C:10]([NH:13][C:14](=[O:35])[C@@H:15]([N:20]3[CH2:24][C:23]([O:25][C:26]4[CH:31]=[C:30]([CH3:32])[CH:29]=[CH:28][C:27]=4[F:33])=[CH:22][C:21]3=[O:34])[CH2:16][CH:17]([CH3:19])[CH3:18])=[N:9]2)[CH2:4][O:3]1.O.C1(C)C=CC(S(O)(=O)=O)=CC=1. The catalyst is CO.ClCCl. The product is [OH:6][C@@H:5]([CH2:4][OH:3])[CH2:7][N:8]1[CH:12]=[CH:11][C:10]([NH:13][C:14](=[O:35])[C@@H:15]([N:20]2[CH2:24][C:23]([O:25][C:26]3[CH:31]=[C:30]([CH3:32])[CH:29]=[CH:28][C:27]=3[F:33])=[CH:22][C:21]2=[O:34])[CH2:16][CH:17]([CH3:19])[CH3:18])=[N:9]1. The yield is 0.770. (4) The reactants are C[O:2][C:3]([C:5]1[CH:10]=[CH:9][C:8]([C:11]2[CH:16]=[CH:15][CH:14]=[CH:13][C:12]=2[Cl:17])=[CH:7][CH:6]=1)=[O:4].[OH-].[Na+].Cl. The catalyst is C1COCC1. The product is [Cl:17][C:12]1[CH:13]=[CH:14][CH:15]=[CH:16][C:11]=1[C:8]1[CH:9]=[CH:10][C:5]([C:3]([OH:4])=[O:2])=[CH:6][CH:7]=1. The yield is 0.670. (5) The catalyst is O.C(O)C. The yield is 1.08. The reactants are [Cl:1][C:2]1[CH:7]=[C:6]([Cl:8])[CH:5]=[CH:4][C:3]=1[C:9](=[O:16])[CH2:10][C:11]1[NH:12][CH:13]=[CH:14][N:15]=1.C1COCC1.[OH-].[K+].[C:24]([O:28][CH2:29][CH3:30])(=[O:27])[CH:25]=[CH2:26]. The product is [Cl:1][C:2]1[CH:7]=[C:6]([Cl:8])[CH:5]=[CH:4][C:3]=1[C:9](=[O:16])[CH:10]([C:11]1[NH:15][CH:14]=[CH:13][N:12]=1)[CH2:26][CH2:25][C:24]([O:28][CH2:29][CH3:30])=[O:27]. (6) The reactants are [CH3:1][O:2][C:3]1[CH:4]=[C:5]([CH:27]=[C:28]([O:30][CH3:31])[CH:29]=1)[CH2:6][C:7]1[C:15]2[C:10](=[CH:11][CH:12]=[CH:13][C:14]=2[CH2:16][CH2:17][C:18]2[CH:26]=[CH:25][C:21]([C:22]([OH:24])=[O:23])=[CH:20][CH:19]=2)[CH2:9][CH:8]=1.COC1C=C(C=C(OC)C=1)/C=C1\CCC2C\1=C(CCC1C=CC(C(O)=O)=CC=1)C=CC=2. The catalyst is C(OCC)(=O)C.[Pd]. The product is [CH3:31][O:30][C:28]1[CH:27]=[C:5]([CH:4]=[C:3]([O:2][CH3:1])[CH:29]=1)[CH2:6][CH:7]1[C:15]2[C:10](=[CH:11][CH:12]=[CH:13][C:14]=2[CH2:16][CH2:17][C:18]2[CH:19]=[CH:20][C:21]([C:22]([OH:24])=[O:23])=[CH:25][CH:26]=2)[CH2:9][CH2:8]1. The yield is 0.590. (7) The reactants are CC([N:5]([CH:9]1[CH2:14][CH2:13][N:12]([CH2:15][CH:16]2[C:26]3=[C:27]4[C:22](=[CH:23][CH:24]=[C:25]3[F:28])[CH:21]=[CH:20][C:19](=[O:29])[N:18]4[CH2:17]2)[CH2:11][CH2:10]1)C(=O)[O-])(C)C. The catalyst is ClCCl.FC(F)(F)C(O)=O. The product is [NH2:5][CH:9]1[CH2:14][CH2:13][N:12]([CH2:15][CH:16]2[C:26]3=[C:27]4[C:22](=[CH:23][CH:24]=[C:25]3[F:28])[CH:21]=[CH:20][C:19](=[O:29])[N:18]4[CH2:17]2)[CH2:11][CH2:10]1. The yield is 1.00.